This data is from Reaction yield outcomes from USPTO patents with 853,638 reactions. The task is: Predict the reaction yield, written as a fraction of the theoretical maximum amount of product (1.0 means a 100% yield; for example, 0.34 means a 34% yield). (1) The reactants are [CH3:1][O:2][C:3](=[O:21])[C:4]1[CH:9]=[CH:8][C:7]([CH3:10])=[C:6]([N:11]2[C:16]([CH3:17])=[CH:15][C:14]([CH2:18]Br)=[CH:13][C:12]2=[O:20])[CH:5]=1.C(=O)([O-])[O-].[Cs+].[Cs+].[F:28][C:29]1[CH:34]=[C:33]([F:35])[CH:32]=[CH:31][C:30]=1[OH:36]. The catalyst is O1CCOCC1.CCOC(C)=O. The product is [CH3:1][O:2][C:3](=[O:21])[C:4]1[CH:9]=[CH:8][C:7]([CH3:10])=[C:6]([N:11]2[C:16]([CH3:17])=[CH:15][C:14]([CH2:18][O:36][C:30]3[CH:31]=[CH:32][C:33]([F:35])=[CH:34][C:29]=3[F:28])=[CH:13][C:12]2=[O:20])[CH:5]=1. The yield is 0.800. (2) The product is [Si:1]([O:8][CH2:9][CH2:10][N:11]1[C:12](=[O:13])[C:14]2[CH:18]=[C:17]([CH2:19][CH3:20])[S:16][C:15]=2[NH:21][C:22]1=[O:26])([C:4]([CH3:7])([CH3:6])[CH3:5])([CH3:3])[CH3:2]. The catalyst is C(OCC)(=O)C. The yield is 0.450. The reactants are [Si:1]([O:8][CH2:9][CH2:10][NH:11][C:12]([C:14]1[CH:18]=[C:17]([CH2:19][CH3:20])[S:16][C:15]=1[NH:21][C:22](=[O:26])OCC)=[O:13])([C:4]([CH3:7])([CH3:6])[CH3:5])([CH3:3])[CH3:2].CN(C)C=O.